This data is from HIV replication inhibition screening data with 41,000+ compounds from the AIDS Antiviral Screen. The task is: Binary Classification. Given a drug SMILES string, predict its activity (active/inactive) in a high-throughput screening assay against a specified biological target. (1) The compound is CC=Nn1c(C)n[nH]c1=O. The result is 0 (inactive). (2) The drug is CN1C(=S)C2=C(c3ccccc3)N(C)C(=S)C2=C1c1ccccc1. The result is 1 (active). (3) The result is 1 (active). The molecule is Cc1cc(C(c2cc(C(=O)O)c(O)c(C(C)c3ccco3)c2)c2ccco2)cc(C(=O)O)c1O.N. (4) The drug is C=C(C)CNC(=S)N(N)c1ccc2ccccc2c1. The result is 0 (inactive). (5) The molecule is CCC(C)C(=Nc1ccc(Cl)c(Cl)c1)N(C)C. The result is 0 (inactive). (6) The compound is CN1C(c2ccccc2)N1C. The result is 0 (inactive). (7) The drug is O=C1c2cc([N+](=O)[O-])ccc2-c2c(S)cccc21. The result is 0 (inactive). (8) The compound is O=C(O)c1cc(N=Nc2ccc(N=Nc3ccc(S(=O)(=O)O)cc3)cc2)ccc1O. The result is 0 (inactive). (9) The compound is O=C(O)CCc1nn2c(nc1=O)sc1ccc3ccccc3c12. The result is 0 (inactive). (10) The drug is O=C1OC(c2ccccc2)c2cccnc21. The result is 0 (inactive).